From a dataset of Peptide-MHC class I binding affinity with 185,985 pairs from IEDB/IMGT. Regression. Given a peptide amino acid sequence and an MHC pseudo amino acid sequence, predict their binding affinity value. This is MHC class I binding data. (1) The peptide sequence is LDTGADDSI. The MHC is Mamu-A11 with pseudo-sequence Mamu-A11. The binding affinity (normalized) is 0.186. (2) The peptide sequence is NIVTDLENRL. The MHC is HLA-A02:03 with pseudo-sequence HLA-A02:03. The binding affinity (normalized) is 0.0967.